Dataset: Full USPTO retrosynthesis dataset with 1.9M reactions from patents (1976-2016). Task: Predict the reactants needed to synthesize the given product. (1) Given the product [NH2:8][C:9]1[C:18]2[C:13](=[CH:14][CH:15]=[C:16]([O:19][CH3:20])[N:17]=2)[N:12]=[CH:11][C:10]=1[OH:21], predict the reactants needed to synthesize it. The reactants are: C([NH:8][C:9]1[C:18]2[C:13](=[CH:14][CH:15]=[C:16]([O:19][CH3:20])[N:17]=2)[N:12]=[CH:11][C:10]=1[OH:21])C1C=CC=CC=1. (2) The reactants are: [N:1]1([CH2:8][C:9]2[CH:18]=[CH:17][C:12]([C:13]([O:15][CH3:16])=[O:14])=[CH:11][CH:10]=2)[CH2:7][CH2:6][CH2:5][NH:4][CH2:3][CH2:2]1.Cl[CH2:20][C:21]([NH:23][C:24]1[CH:29]=[CH:28][C:27]([O:30][C:31]2[CH:36]=[CH:35][CH:34]=[CH:33][CH:32]=2)=[CH:26][CH:25]=1)=[O:22].C(N(CC)CC)C.C(=O)(O)[O-].[Na+]. Given the product [O:22]=[C:21]([NH:23][C:24]1[CH:29]=[CH:28][C:27]([O:30][C:31]2[CH:36]=[CH:35][CH:34]=[CH:33][CH:32]=2)=[CH:26][CH:25]=1)[CH2:20][N:4]1[CH2:5][CH2:6][CH2:7][N:1]([CH2:8][C:9]2[CH:18]=[CH:17][C:12]([C:13]([O:15][CH3:16])=[O:14])=[CH:11][CH:10]=2)[CH2:2][CH2:3]1, predict the reactants needed to synthesize it. (3) Given the product [ClH:1].[Cl:1][C:2]1[C:7]([F:8])=[CH:6][CH:5]=[C:4]([Cl:9])[C:3]=1[CH:10]([O:15][Si:16]([CH2:17][CH3:18])([CH2:21][CH3:22])[CH2:19][CH3:20])[CH2:11][NH2:12], predict the reactants needed to synthesize it. The reactants are: [Cl:1][C:2]1[C:7]([F:8])=[CH:6][CH:5]=[C:4]([Cl:9])[C:3]=1[CH:10]([O:15][Si:16]([CH2:21][CH3:22])([CH2:19][CH3:20])[CH2:17][CH3:18])[CH2:11][N+:12]([O-])=O.[Cl-].[NH4+]. (4) The reactants are: [O:1]=[S:2]1(=[O:18])[NH:6][CH2:5][CH2:4][N:3]1[C:7]1[CH:17]=[CH:16][C:10]([C:11]([O:13]CC)=O)=[CH:9][CH:8]=1.[CH3:19][C:20]1[C:21]([N:27]2[CH2:32][CH2:31][NH:30][CH2:29][CH2:28]2)=[N:22][CH:23]=[C:24]([CH3:26])[CH:25]=1. Given the product [CH3:19][C:20]1[C:21]([N:27]2[CH2:28][CH2:29][N:30]([C:11]([C:10]3[CH:9]=[CH:8][C:7]([N:3]4[CH2:4][CH2:5][NH:6][S:2]4(=[O:1])=[O:18])=[CH:17][CH:16]=3)=[O:13])[CH2:31][CH2:32]2)=[N:22][CH:23]=[C:24]([CH3:26])[CH:25]=1, predict the reactants needed to synthesize it.